This data is from Forward reaction prediction with 1.9M reactions from USPTO patents (1976-2016). The task is: Predict the product of the given reaction. (1) Given the reactants Br[C:2]1[CH:7]=[CH:6][C:5]([C:8]2[N:9]=[C:10]([N:13]3[CH:17]([CH2:18][C:19]([F:22])([F:21])[F:20])[CH2:16][O:15][C:14]3=[O:23])[S:11][CH:12]=2)=[CH:4][CH:3]=1.O.[CH3:25][N:26](C=O)C, predict the reaction product. The product is: [O:23]=[C:14]1[N:13]([C:10]2[S:11][CH:12]=[C:8]([C:5]3[CH:6]=[CH:7][C:2]([C:25]#[N:26])=[CH:3][CH:4]=3)[N:9]=2)[CH:17]([CH2:18][C:19]([F:22])([F:21])[F:20])[CH2:16][O:15]1. (2) Given the reactants [NH2:1][C:2]1[C:11]([CH3:12])=[CH:10][C:9]([F:13])=[CH:8][C:3]=1[C:4]([O:6][CH3:7])=[O:5].C(OC(=O)C)(=O)C.C([O-])(=O)C.[K+].[N:26](OCCC(C)C)=O, predict the reaction product. The product is: [F:13][C:9]1[CH:10]=[C:11]2[C:2](=[C:3]([C:4]([O:6][CH3:7])=[O:5])[CH:8]=1)[NH:1][N:26]=[CH:12]2. (3) Given the reactants [CH3:1][C:2]1[S:3][C:4]2[C:10](=O)[CH:9]([CH:12]=O)[CH2:8][CH2:7][C:5]=2[N:6]=1.[N+]([O-])(O)=O.[F:18][C:19]([F:31])([F:30])[C:20]1[CH:25]=[CH:24][C:23]([NH:26][C:27]([NH2:29])=[NH:28])=[CH:22][CH:21]=1.[OH-].[Na+], predict the reaction product. The product is: [CH3:1][C:2]1[S:3][C:4]2[C:10]3[N:29]=[C:27]([NH:26][C:23]4[CH:22]=[CH:21][C:20]([C:19]([F:18])([F:30])[F:31])=[CH:25][CH:24]=4)[N:28]=[CH:12][C:9]=3[CH2:8][CH2:7][C:5]=2[N:6]=1. (4) The product is: [CH2:37]([O:34][CH:18]([C:19]1[S:20][C:21]([C:24]2[CH:25]=[CH:26][C:27]([C:30]([F:31])([F:32])[F:33])=[CH:28][CH:29]=2)=[CH:22][CH:23]=1)[CH2:17][CH2:16][C:13]1[CH:12]=[CH:11][C:3]([O:4][C:5]([CH3:9])([CH3:10])[C:6]([OH:8])=[O:7])=[C:2]([Cl:1])[C:14]=1[Cl:15])[C:38]1[CH:43]=[CH:42][CH:41]=[CH:40][CH:39]=1. Given the reactants [Cl:1][C:2]1[C:14]([Cl:15])=[C:13]([CH2:16][CH2:17][CH:18]([OH:34])[C:19]2[S:20][C:21]([C:24]3[CH:29]=[CH:28][C:27]([C:30]([F:33])([F:32])[F:31])=[CH:26][CH:25]=3)=[CH:22][CH:23]=2)[CH:12]=[CH:11][C:3]=1[O:4][C:5]([CH3:10])([CH3:9])[C:6]([OH:8])=[O:7].[H-].[Na+].[CH2:37](Br)[C:38]1[CH:43]=[CH:42][CH:41]=[CH:40][CH:39]=1, predict the reaction product. (5) Given the reactants [Cl:1][CH2:2][C@H:3]1[C:11]2[C:10]3[CH:12]=[CH:13][CH:14]=[CH:15][C:9]=3[C:8]([O:16][C:17](=[O:38])[N:18]([CH2:20][CH2:21][N:22]([CH3:37])[C:23](=[O:36])[CH2:24][CH2:25][CH2:26][CH2:27][CH2:28][N:29]3[C:33](=[O:34])[CH:32]=[CH:31][C:30]3=[O:35])[CH3:19])=[CH:7][C:6]=2[N:5](C(OC(C)(C)C)=O)[CH2:4]1.C(O)(C(F)(F)F)=O, predict the reaction product. The product is: [O:35]=[C:30]1[CH:31]=[CH:32][C:33](=[O:34])[N:29]1[CH2:28][CH2:27][CH2:26][CH2:25][CH2:24][C:23]([N:22]([CH2:21][CH2:20][N:18]([CH3:19])[C:17](=[O:38])[O:16][C:8]1[C:9]2[CH:15]=[CH:14][CH:13]=[CH:12][C:10]=2[C:11]2[C@H:3]([CH2:2][Cl:1])[CH2:4][NH:5][C:6]=2[CH:7]=1)[CH3:37])=[O:36].